From a dataset of Full USPTO retrosynthesis dataset with 1.9M reactions from patents (1976-2016). Predict the reactants needed to synthesize the given product. (1) Given the product [C:28]([O:32][C:33](=[O:54])[NH:34][C:35]1([C:39]2[CH:40]=[CH:41][C:42]([C:8]3[C:7]([C:22]4[CH:27]=[CH:26][CH:25]=[CH:24][CH:23]=4)=[C:6]([NH:5][C:1]([CH3:4])([CH3:3])[CH3:2])[N:11]4[N:12]=[C:13]([C:15]5[CH:20]=[CH:19][CH:18]=[CH:17][N:16]=5)[N:14]=[C:10]4[N:9]=3)=[CH:43][CH:44]=2)[CH2:36][CH2:37][CH2:38]1)([CH3:31])([CH3:29])[CH3:30], predict the reactants needed to synthesize it. The reactants are: [C:1]([NH:5][C:6]1[N:11]2[N:12]=[C:13]([C:15]3[CH:20]=[CH:19][CH:18]=[CH:17][N:16]=3)[N:14]=[C:10]2[N:9]=[C:8](Cl)[C:7]=1[C:22]1[CH:27]=[CH:26][CH:25]=[CH:24][CH:23]=1)([CH3:4])([CH3:3])[CH3:2].[C:28]([O:32][C:33](=[O:54])[NH:34][C:35]1([C:39]2[CH:44]=[CH:43][C:42](B3OC(C)(C)C(C)(C)O3)=[CH:41][CH:40]=2)[CH2:38][CH2:37][CH2:36]1)([CH3:31])([CH3:30])[CH3:29].C(=O)([O-])[O-].[Na+].[Na+]. (2) Given the product [CH2:1]([C@@:4]1([CH3:37])[CH2:9][C@H:8]([C:10]2[CH:15]=[CH:14][CH:13]=[C:12]([Cl:16])[CH:11]=2)[C@@H:7]([C:17]2[CH:22]=[CH:21][C:20]([Cl:23])=[CH:19][CH:18]=2)[N:6]([C@@H:24]([CH2:34][CH3:35])[CH2:25][N:26]2[CH2:32][CH2:31][CH2:30][S:27]2(=[O:29])=[O:28])[C:5]1=[O:36])[CH:2]=[CH2:3], predict the reactants needed to synthesize it. The reactants are: [CH2:1]([C@@:4]1([CH3:37])[CH2:9][C@H:8]([C:10]2[CH:15]=[CH:14][CH:13]=[C:12]([Cl:16])[CH:11]=2)[C@@H:7]([C:17]2[CH:22]=[CH:21][C:20]([Cl:23])=[CH:19][CH:18]=2)[N:6]([C@@H:24]([CH2:34][CH3:35])[CH2:25][NH:26][S:27]([CH2:30][CH2:31][CH2:32]Cl)(=[O:29])=[O:28])[C:5]1=[O:36])[CH:2]=[CH2:3].C1CCN2C(=NCCC2)CC1. (3) Given the product [CH3:25][O:11][C:10](=[O:12])[C:9]1[CH:13]=[C:14]([S:16][C:17]2[N:18]([CH3:22])[CH:19]=[CH:20][N:21]=2)[CH:15]=[C:7]([O:6][C:5]2[CH:23]=[CH:24][C:2]([I:1])=[CH:3][CH:4]=2)[CH:8]=1, predict the reactants needed to synthesize it. The reactants are: [I:1][C:2]1[CH:24]=[CH:23][C:5]([O:6][C:7]2[CH:8]=[C:9]([CH:13]=[C:14]([S:16][C:17]3[N:18]([CH3:22])[CH:19]=[CH:20][N:21]=3)[CH:15]=2)[C:10]([OH:12])=[O:11])=[CH:4][CH:3]=1.[C:25]([O-])([O-])=O.[K+].[K+].IC.CN(C=O)C. (4) Given the product [CH3:22][O:23][C:24]([C:26]1[CH:34]=[C:33]2[C:29]([C:30]([CH:43]3[CH2:48][CH2:47][CH2:46][CH2:45][CH2:44]3)=[C:31]([C:2]3[C:3]([N+:19]([O-:21])=[O:20])=[C:4]4[C:9](=[CH:10][CH:11]=3)[N:8]=[C:7]([C:12]3[S:16][C:15]([CH3:17])=[N:14][C:13]=3[CH3:18])[CH:6]=[CH:5]4)[NH:32]2)=[CH:28][CH:27]=1)=[O:25], predict the reactants needed to synthesize it. The reactants are: Br[C:2]1[C:3]([N+:19]([O-:21])=[O:20])=[C:4]2[C:9](=[CH:10][CH:11]=1)[N:8]=[C:7]([C:12]1[S:16][C:15]([CH3:17])=[N:14][C:13]=1[CH3:18])[CH:6]=[CH:5]2.[CH3:22][O:23][C:24]([C:26]1[CH:34]=[C:33]2[C:29]([C:30]([CH:43]3[CH2:48][CH2:47][CH2:46][CH2:45][CH2:44]3)=[C:31](B3OCC(C)(C)CO3)[NH:32]2)=[CH:28][CH:27]=1)=[O:25].C([O-])(O)=O.[Na+].